This data is from NCI-60 drug combinations with 297,098 pairs across 59 cell lines. The task is: Regression. Given two drug SMILES strings and cell line genomic features, predict the synergy score measuring deviation from expected non-interaction effect. (1) Drug 1: COC1=C2C(=CC3=C1OC=C3)C=CC(=O)O2. Drug 2: CC(C)CN1C=NC2=C1C3=CC=CC=C3N=C2N. Cell line: SF-268. Synergy scores: CSS=-9.71, Synergy_ZIP=6.86, Synergy_Bliss=4.55, Synergy_Loewe=-9.37, Synergy_HSA=-4.85. (2) Cell line: NCI/ADR-RES. Synergy scores: CSS=0.682, Synergy_ZIP=0.590, Synergy_Bliss=0.330, Synergy_Loewe=0.157, Synergy_HSA=-1.11. Drug 2: C#CCC(CC1=CN=C2C(=N1)C(=NC(=N2)N)N)C3=CC=C(C=C3)C(=O)NC(CCC(=O)O)C(=O)O. Drug 1: C1CCN(CC1)CCOC2=CC=C(C=C2)C(=O)C3=C(SC4=C3C=CC(=C4)O)C5=CC=C(C=C5)O. (3) Drug 1: CCN(CC)CCNC(=O)C1=C(NC(=C1C)C=C2C3=C(C=CC(=C3)F)NC2=O)C. Drug 2: CS(=O)(=O)OCCCCOS(=O)(=O)C. Cell line: MDA-MB-231. Synergy scores: CSS=0.206, Synergy_ZIP=0.161, Synergy_Bliss=-0.792, Synergy_Loewe=-4.40, Synergy_HSA=-4.31. (4) Drug 1: CC1=C(C=C(C=C1)NC2=NC=CC(=N2)N(C)C3=CC4=NN(C(=C4C=C3)C)C)S(=O)(=O)N.Cl. Drug 2: COC1=CC(=CC(=C1O)OC)C2C3C(COC3=O)C(C4=CC5=C(C=C24)OCO5)OC6C(C(C7C(O6)COC(O7)C8=CC=CS8)O)O. Cell line: UO-31. Synergy scores: CSS=14.1, Synergy_ZIP=-5.53, Synergy_Bliss=0.340, Synergy_Loewe=-5.02, Synergy_HSA=2.76. (5) Drug 1: C1CC2CC3=C(CC1C24CN(S(=O)(=O)N4)CC(F)(F)F)C=CC(=C3)C=CCN5CCC(CC5)C(F)(F)F. Drug 2: B(C(CC(C)C)NC(=O)C(CC1=CC=CC=C1)NC(=O)C2=NC=CN=C2)(O)O. Cell line: OVCAR3. Synergy scores: CSS=60.0, Synergy_ZIP=-2.12, Synergy_Bliss=1.01, Synergy_Loewe=0.330, Synergy_HSA=3.40. (6) Drug 1: CN(C)N=NC1=C(NC=N1)C(=O)N. Drug 2: CN1C(=O)N2C=NC(=C2N=N1)C(=O)N. Cell line: OVCAR-5. Synergy scores: CSS=-1.49, Synergy_ZIP=1.72, Synergy_Bliss=2.15, Synergy_Loewe=-3.42, Synergy_HSA=-1.81. (7) Drug 1: CC(C1=C(C=CC(=C1Cl)F)Cl)OC2=C(N=CC(=C2)C3=CN(N=C3)C4CCNCC4)N. Drug 2: C#CCC(CC1=CN=C2C(=N1)C(=NC(=N2)N)N)C3=CC=C(C=C3)C(=O)NC(CCC(=O)O)C(=O)O. Cell line: T-47D. Synergy scores: CSS=0.513, Synergy_ZIP=1.92, Synergy_Bliss=2.63, Synergy_Loewe=0.479, Synergy_HSA=0.966.